From a dataset of Reaction yield outcomes from USPTO patents with 853,638 reactions. Predict the reaction yield, written as a fraction of the theoretical maximum amount of product (1.0 means a 100% yield; for example, 0.34 means a 34% yield). (1) The reactants are C1CO[C:3]2([CH2:8][CH2:7][CH2:6][C:5]([CH2:15][O:16][CH2:17][C:18]3[CH:23]=[C:22]([C:24]([F:27])([F:26])[F:25])[CH:21]=[C:20]([C:28]([F:31])([F:30])[F:29])[CH:19]=3)([C:9]3[CH:14]=[CH:13][CH:12]=[CH:11][CH:10]=3)[CH2:4]2)[O:2]1.Cl.C(=O)(O)[O-].[Na+].ClCCl. The catalyst is CC(C)=O. The product is [F:25][C:24]([F:26])([F:27])[C:22]1[CH:23]=[C:18]([CH:19]=[C:20]([C:28]([F:31])([F:30])[F:29])[CH:21]=1)[CH2:17][O:16][CH2:15][C:5]1([C:9]2[CH:14]=[CH:13][CH:12]=[CH:11][CH:10]=2)[CH2:6][CH2:7][CH2:8][C:3](=[O:2])[CH2:4]1. The yield is 0.920. (2) The reactants are CC(C)([O-])C.[Na+].Br[C:8]1[CH:13]=[CH:12][CH:11]=[CH:10][CH:9]=1.[F:14][C:15]([F:51])([F:50])[C:16]1[CH:17]=[C:18]([C@H:26]([O:28][C@@H:29]2[C@@H:34]([C:35]3[CH:40]=[CH:39][C:38]([F:41])=[CH:37][CH:36]=3)[C@H:33]([CH2:42][N:43]3[CH2:48][CH2:47][NH:46][CH2:45][C:44]3=[O:49])[CH2:32][CH2:31][O:30]2)[CH3:27])[CH:19]=[C:20]([C:22]([F:25])([F:24])[F:23])[CH:21]=1. The catalyst is C1(C)C=CC=CC=1.CCOCC.C1C=CC(/C=C/C(/C=C/C2C=CC=CC=2)=O)=CC=1.C1C=CC(/C=C/C(/C=C/C2C=CC=CC=2)=O)=CC=1.C1C=CC(/C=C/C(/C=C/C2C=CC=CC=2)=O)=CC=1.[Pd].[Pd].C1(P(C2CCCCC2)C2C=CC=CC=2C2C=CC=CC=2)CCCCC1. The product is [F:25][C:22]([F:23])([F:24])[C:20]1[CH:19]=[C:18]([C@H:26]([O:28][C@@H:29]2[C@@H:34]([C:35]3[CH:36]=[CH:37][C:38]([F:41])=[CH:39][CH:40]=3)[C@H:33]([CH2:42][N:43]3[CH2:48][CH2:47][N:46]([C:8]4[CH:13]=[CH:12][CH:11]=[CH:10][CH:9]=4)[CH2:45][C:44]3=[O:49])[CH2:32][CH2:31][O:30]2)[CH3:27])[CH:17]=[C:16]([C:15]([F:14])([F:50])[F:51])[CH:21]=1. The yield is 0.580. (3) The yield is 0.200. The reactants are [F:1][C:2]1[CH:7]=[CH:6][C:5]([C:8](=O)[CH2:9][C:10]2[CH:15]=[CH:14][CH:13]=[C:12]([O:16][CH3:17])[CH:11]=2)=[CH:4][CH:3]=1.[CH2:19]([O:21][C:22]1[CH:23]=[C:24]([CH:27]=[C:28]([N+:31]([O-:33])=[O:32])[C:29]=1[OH:30])[CH:25]=O)[CH3:20].[NH2:34][C:35]([NH2:37])=[O:36].Cl. The product is [CH2:19]([O:21][C:22]1[CH:23]=[C:24]([CH:25]2[C:9]([C:10]3[CH:15]=[CH:14][CH:13]=[C:12]([O:16][CH3:17])[CH:11]=3)=[C:8]([C:5]3[CH:6]=[CH:7][C:2]([F:1])=[CH:3][CH:4]=3)[NH:37][C:35](=[O:36])[NH:34]2)[CH:27]=[C:28]([N+:31]([O-:33])=[O:32])[C:29]=1[OH:30])[CH3:20]. The catalyst is CCO.CCOC(C)=O. (4) The reactants are N12CCCN=C1CCCCC2.Cl.[NH2:13][CH2:14][C:15]1[CH:23]=[CH:22][CH:21]=[C:20]2[C:16]=1[C:17](=[O:33])[N:18]([CH:25]1[CH2:30][CH2:29][C:28](=[O:31])[NH:27][C:26]1=[O:32])[C:19]2=[O:24].[C:34](Cl)(=[O:38])[CH:35]([CH3:37])[CH3:36]. The catalyst is CC#N. The product is [O:32]=[C:26]1[CH:25]([N:18]2[C:17](=[O:33])[C:16]3[C:20](=[CH:21][CH:22]=[CH:23][C:15]=3[CH2:14][NH:13][C:34](=[O:38])[CH:35]([CH3:37])[CH3:36])[C:19]2=[O:24])[CH2:30][CH2:29][C:28](=[O:31])[NH:27]1. The yield is 0.730. (5) The reactants are [C:1]([C:3]1[C:4]([C:22]2[CH:27]=[CH:26][C:25]([O:28][C:29]3[CH:34]=[CH:33][CH:32]=[CH:31][CH:30]=3)=[CH:24][CH:23]=2)=[N:5][N:6]2[C:11]([C:12]3[CH:13]=[C:14]([NH:18]C(=O)C)[CH:15]=[CH:16][CH:17]=3)=[CH:10][CH:9]=[N:8][C:7]=12)#[N:2].Cl. The catalyst is C(O)C. The product is [NH2:18][C:14]1[CH:13]=[C:12]([C:11]2[N:6]3[N:5]=[C:4]([C:22]4[CH:27]=[CH:26][C:25]([O:28][C:29]5[CH:30]=[CH:31][CH:32]=[CH:33][CH:34]=5)=[CH:24][CH:23]=4)[C:3]([C:1]#[N:2])=[C:7]3[N:8]=[CH:9][CH:10]=2)[CH:17]=[CH:16][CH:15]=1. The yield is 0.970. (6) The reactants are [CH3:1][C:2]1[CH:7]=[CH:6][C:5]([S:8]([O:11][CH2:12][CH:13]2[CH2:17][C:16]3[CH:18]=[CH:19][CH:20]=[C:21]([NH2:22])[C:15]=3[O:14]2)(=[O:10])=[O:9])=[CH:4][CH:3]=1.Br[C:24]1[CH:29]=[CH:28][C:27]([CH3:30])=[C:26]([CH3:31])[CH:25]=1.CC1C=CC(S(OCC2CC3C=CC=C(NC4C=CC(Cl)=CC=4)C=3O2)(=O)=O)=CC=1. No catalyst specified. The product is [CH3:1][C:2]1[CH:3]=[CH:4][C:5]([S:8]([O:11][CH2:12][CH:13]2[CH2:17][C:16]3[CH:18]=[CH:19][CH:20]=[C:21]([NH:22][C:24]4[CH:29]=[CH:28][C:27]([CH3:30])=[C:26]([CH3:31])[CH:25]=4)[C:15]=3[O:14]2)(=[O:10])=[O:9])=[CH:6][CH:7]=1. The yield is 0.380. (7) The reactants are [F:1][C:2]1[CH:3]=[C:4]([CH:14]=[CH:15][C:16]=1[N+:17]([O-])=O)[O:5][CH2:6][CH2:7][N:8]1[CH2:13][CH2:12][O:11][CH2:10][CH2:9]1.[H][H]. The catalyst is C(OCC)(=O)C.[Pd]. The product is [F:1][C:2]1[CH:3]=[C:4]([O:5][CH2:6][CH2:7][N:8]2[CH2:13][CH2:12][O:11][CH2:10][CH2:9]2)[CH:14]=[CH:15][C:16]=1[NH2:17]. The yield is 0.940.